From a dataset of Peptide-MHC class II binding affinity with 134,281 pairs from IEDB. Regression. Given a peptide amino acid sequence and an MHC pseudo amino acid sequence, predict their binding affinity value. This is MHC class II binding data. (1) The peptide sequence is QGVADAYITLVTLPK. The MHC is HLA-DQA10104-DQB10503 with pseudo-sequence HLA-DQA10104-DQB10503. The binding affinity (normalized) is 0.157. (2) The peptide sequence is GVKPTHISYIMLIFF. The MHC is DRB1_0301 with pseudo-sequence DRB1_0301. The binding affinity (normalized) is 0. (3) The peptide sequence is LLTKFVAAALHNIKC. The MHC is DRB1_0404 with pseudo-sequence DRB1_0404. The binding affinity (normalized) is 0.472. (4) The MHC is DRB3_0202 with pseudo-sequence DRB3_0202. The peptide sequence is PYVSKNPRQAYANYR. The binding affinity (normalized) is 0.343. (5) The peptide sequence is YGIAAENVIDVKLVD. The MHC is HLA-DPA10103-DPB10401 with pseudo-sequence HLA-DPA10103-DPB10401. The binding affinity (normalized) is 0.0557. (6) The peptide sequence is YLGLEVLTRARAALT. The MHC is DRB1_1201 with pseudo-sequence DRB1_1201. The binding affinity (normalized) is 0.420. (7) The peptide sequence is DLILFDWPTHMLQLA. The MHC is DRB1_0701 with pseudo-sequence DRB1_0701. The binding affinity (normalized) is 0.201.